From a dataset of Full USPTO retrosynthesis dataset with 1.9M reactions from patents (1976-2016). Predict the reactants needed to synthesize the given product. Given the product [CH3:3][O:31][C:29](=[O:30])[C:28]1[CH:32]=[CH:33][C:25]([C:23](=[O:24])[CH2:22][F:1])=[CH:26][CH:27]=1, predict the reactants needed to synthesize it. The reactants are: [F-:1].[K+].[CH2:3]1OCCOCCOCCOCCOCCOC1.Br[CH2:22][C:23]([C:25]1[CH:33]=[CH:32][C:28]([C:29]([OH:31])=[O:30])=[CH:27][CH:26]=1)=[O:24].